Dataset: Reaction yield outcomes from USPTO patents with 853,638 reactions. Task: Predict the reaction yield, written as a fraction of the theoretical maximum amount of product (1.0 means a 100% yield; for example, 0.34 means a 34% yield). (1) The reactants are [CH2:1]([N:3]([CH2:26][CH3:27])[C:4](=[O:25])[CH:5]([CH2:13][CH2:14][O:15][CH2:16][CH2:17][O:18][CH2:19][CH2:20][O:21][CH2:22][CH2:23]O)[C:6]([N:8]([CH2:11][CH3:12])[CH2:9][CH3:10])=[O:7])[CH3:2].P(Br)(Br)[Br:29].O. The catalyst is C(Cl)Cl. The product is [CH2:1]([N:3]([CH2:26][CH3:27])[C:4](=[O:25])[CH:5]([CH2:13][CH2:14][O:15][CH2:16][CH2:17][O:18][CH2:19][CH2:20][O:21][CH2:22][CH2:23][Br:29])[C:6]([N:8]([CH2:11][CH3:12])[CH2:9][CH3:10])=[O:7])[CH3:2]. The yield is 0.0200. (2) The reactants are [H-].[Na+].[CH2:3]([OH:10])[C:4]1[CH:9]=[CH:8][CH:7]=[CH:6][CH:5]=1.Cl[C:12]1[CH:17]=[CH:16][N:15]=[C:14]([CH3:18])[CH:13]=1. The catalyst is CN(C=O)C. The product is [CH2:3]([O:10][C:12]1[CH:17]=[CH:16][N:15]=[C:14]([CH3:18])[CH:13]=1)[C:4]1[CH:9]=[CH:8][CH:7]=[CH:6][CH:5]=1. The yield is 0.790. (3) The reactants are [C:1]([O:5][CH3:6])(=[O:4])[CH:2]=[CH2:3].[C:7]([O:10][CH:11]=[CH2:12])(=[O:9])[CH3:8]. The catalyst is S([O-])([O-])(=O)=O.[Na+].[Na+].O. The product is [C:7]([O:10][CH:11]=[CH2:12])(=[O:9])[CH3:8].[C:1]([O:5][CH3:6])(=[O:4])[CH:2]=[CH2:3]. The yield is 0.104.